Dataset: Reaction yield outcomes from USPTO patents with 853,638 reactions. Task: Predict the reaction yield, written as a fraction of the theoretical maximum amount of product (1.0 means a 100% yield; for example, 0.34 means a 34% yield). (1) The reactants are [Cl:1][C:2]1[N:7]=[C:6]([NH:8][CH3:9])[C:5]2[C:10]([C:13]([O:15][CH3:16])=[O:14])=[N:11][NH:12][C:4]=2[CH:3]=1.[Br:17][C:18]1[CH:19]=[C:20](B(O)O)[CH:21]=[CH:22][CH:23]=1. No catalyst specified. The product is [Br:17][C:18]1[CH:23]=[C:22]([N:12]2[C:4]3[CH:3]=[C:2]([Cl:1])[N:7]=[C:6]([NH:8][CH3:9])[C:5]=3[C:10]([C:13]([O:15][CH3:16])=[O:14])=[N:11]2)[CH:21]=[CH:20][CH:19]=1. The yield is 0.550. (2) The reactants are [CH3:1][O:2][C:3]1[CH:17]=[CH:16][C:6]([CH2:7][N:8]2[CH:12]=[C:11]([C:13]([OH:15])=O)[CH:10]=[N:9]2)=[CH:5][CH:4]=1.C(Cl)(=O)C(Cl)=O.Cl.[CH3:25][NH:26][O:27][CH3:28].CCN(CC)CC. The catalyst is C(Cl)Cl.CN(C=O)C. The product is [CH3:28][O:27][N:26]([CH3:25])[C:13]([C:11]1[CH:10]=[N:9][N:8]([CH2:7][C:6]2[CH:5]=[CH:4][C:3]([O:2][CH3:1])=[CH:17][CH:16]=2)[CH:12]=1)=[O:15]. The yield is 0.980. (3) The reactants are [CH2:1]([O:8][C:9]1[N:10]=[N:11][C:12]([C:23]([C:25]2[CH:30]=[CH:29][CH:28]=[CH:27][CH:26]=2)=[CH2:24])=[CH:13][C:14]=1[O:15][CH2:16][C:17]1[CH:22]=[CH:21][CH:20]=[CH:19][CH:18]=1)[C:2]1[CH:7]=[CH:6][CH:5]=[CH:4][CH:3]=1.C(OC1N=NC(Cl)=CC=1OCC1C=CC=CC=1)C1C=CC=CC=1.CC1(C)C(C)(C)OB(C(C2C=CC([C:70]([F:73])([F:72])[F:71])=CC=2)=C)O1. No catalyst specified. The product is [CH2:1]([O:8][C:9]1[N:10]=[N:11][C:12]([C:23]([C:25]2[CH:30]=[CH:29][C:28]([C:70]([F:73])([F:72])[F:71])=[CH:27][CH:26]=2)=[CH2:24])=[CH:13][C:14]=1[O:15][CH2:16][C:17]1[CH:18]=[CH:19][CH:20]=[CH:21][CH:22]=1)[C:2]1[CH:3]=[CH:4][CH:5]=[CH:6][CH:7]=1. The yield is 0.480. (4) The catalyst is CCOC(C)=O. The product is [Cl:1][C:2]1[CH:7]=[CH:6][N:5]=[C:4]([C:8]#[N:10])[CH:3]=1. The reactants are [Cl:1][C:2]1[CH:7]=[CH:6][N:5]=[C:4]([C:8]([NH2:10])=O)[CH:3]=1.C(OC(C(F)(F)F)=O)(C(F)(F)F)=O.CC(OO)=O.C([O-])([O-])=O.[K+].[K+]. The yield is 0.870. (5) The reactants are [CH3:1][C:2]1([CH3:42])[CH2:6][C:5]2([CH2:11][CH2:10][CH2:9][N:8]([CH:12]3[CH2:17][CH2:16][N:15]([C:18]([C:20]4[C:29]5[C:24](=[CH:25][CH:26]=[CH:27][CH:28]=5)[N:23]=[C:22]([N:30]5[CH2:35][CH2:34][CH:33]([C:36]([O:38][CH2:39]C)=[O:37])[CH2:32][CH2:31]5)[CH:21]=4)=[O:19])[CH2:14][CH2:13]3)[CH2:7]2)[C:4](=[O:41])[O:3]1.[OH-].[Na+]. The catalyst is CO. The product is [CH3:1][C:2]1([CH3:42])[CH2:6][C:5]2([CH2:11][CH2:10][CH2:9][N:8]([CH:12]3[CH2:13][CH2:14][N:15]([C:18]([C:20]4[C:29]5[C:24](=[CH:25][CH:26]=[CH:27][CH:28]=5)[N:23]=[C:22]([N:30]5[CH2:35][CH2:34][CH:33]([C:36]([O:38][CH3:39])=[O:37])[CH2:32][CH2:31]5)[CH:21]=4)=[O:19])[CH2:16][CH2:17]3)[CH2:7]2)[C:4](=[O:41])[O:3]1. The yield is 0.300. (6) The reactants are [N:1]1([C:7]([C:9]2[S:10][CH:11]=[CH:12][CH:13]=2)=[O:8])[CH2:6][CH2:5][NH:4][CH2:3][CH2:2]1.Cl[C:15]1[C:24]2[C:19](=[CH:20][CH:21]=[C:22]([CH3:25])[CH:23]=2)[NH:18][C:17](=[O:26])[C:16]=1[C:27]#[N:28]. The catalyst is C1(C)C=CC=CC=1. The product is [CH3:25][C:22]1[CH:23]=[C:24]2[C:19](=[CH:20][CH:21]=1)[NH:18][C:17](=[O:26])[C:16]([C:27]#[N:28])=[C:15]2[N:4]1[CH2:5][CH2:6][N:1]([C:7]([C:9]2[S:10][CH:11]=[CH:12][CH:13]=2)=[O:8])[CH2:2][CH2:3]1. The yield is 0.920. (7) The reactants are Cl.Cl.[C:3]1([CH:9]2[CH2:14][CH2:13][N:12]([CH:15]3[CH2:19][CH2:18][NH:17][CH2:16]3)[CH2:11][CH2:10]2)[CH:8]=[CH:7][CH:6]=[CH:5][CH:4]=1.C(N(CC)CC)C.[N:27]([CH2:30][C:31]1[CH:36]=[CH:35][C:34]([CH3:37])=[CH:33][CH:32]=1)=[C:28]=[O:29]. The catalyst is ClCCl. The product is [CH3:37][C:34]1[CH:35]=[CH:36][C:31]([CH2:30][NH:27][C:28]([N:17]2[CH2:18][CH2:19][CH:15]([N:12]3[CH2:11][CH2:10][CH:9]([C:3]4[CH:8]=[CH:7][CH:6]=[CH:5][CH:4]=4)[CH2:14][CH2:13]3)[CH2:16]2)=[O:29])=[CH:32][CH:33]=1. The yield is 0.680. (8) The reactants are [F:1][C:2]1([F:9])[CH2:7][CH2:6][C:5](=[O:8])[CH:4]=[CH:3]1.C1COCC1.C(=O)([O-])[O-].[K+].[K+].[I:21]I. The catalyst is CN(C1C=CN=CC=1)C.O. The product is [F:1][C:2]1([F:9])[CH2:7][CH2:6][C:5](=[O:8])[C:4]([I:21])=[CH:3]1. The yield is 0.750. (9) The reactants are [OH:1][C:2]1[C:11]2[C:6](=[CH:7][CH:8]=[CH:9][CH:10]=2)[N:5]=[C:4]([C:12]([OH:14])=O)[CH:3]=1.[CH2:15]([NH:17][CH3:18])[CH3:16].CCN=C=NCCCN(C)C.Cl.C1C=CC2N(O)N=NC=2C=1.O.C(=O)([O-])O.[Na+]. The catalyst is CN(C=O)C. The product is [CH2:15]([N:17]([CH3:18])[C:12]([C:4]1[CH:3]=[C:2]([OH:1])[C:11]2[C:6](=[CH:7][CH:8]=[CH:9][CH:10]=2)[N:5]=1)=[O:14])[CH3:16]. The yield is 0.500. (10) The reactants are C(OC(=O)[NH:7][CH:8]([C:10](=[O:35])[NH:11][CH:12]([C:16]([N:18]1[CH2:22][CH2:21][CH2:20][CH:19]1[CH2:23][C:24]1[C:28]2[CH:29]=[C:30]([O:33][CH3:34])[CH:31]=[CH:32][C:27]=2[O:26][CH:25]=1)=[O:17])[CH:13]([CH3:15])[CH3:14])[CH3:9])(C)(C)C.C(O)(C(F)(F)F)=O. The catalyst is C(Cl)Cl. The product is [NH2:7][CH:8]([CH3:9])[C:10]([NH:11][CH:12]([C:16]([N:18]1[CH2:22][CH2:21][CH2:20][CH:19]1[CH2:23][C:24]1[C:28]2[CH:29]=[C:30]([O:33][CH3:34])[CH:31]=[CH:32][C:27]=2[O:26][CH:25]=1)=[O:17])[CH:13]([CH3:15])[CH3:14])=[O:35]. The yield is 0.350.